This data is from Full USPTO retrosynthesis dataset with 1.9M reactions from patents (1976-2016). The task is: Predict the reactants needed to synthesize the given product. Given the product [ClH:22].[OH:21][C@@H:10]1[C@@H:11]([CH2:13][CH2:14][C:15]2[CH:20]=[CH:19][CH:18]=[CH:17][CH:16]=2)[CH2:12][NH:8][CH2:9]1, predict the reactants needed to synthesize it. The reactants are: C(OC([N:8]1[CH2:12][C@H:11]([CH2:13][CH2:14][C:15]2[CH:20]=[CH:19][CH:18]=[CH:17][CH:16]=2)[C@@H:10]([OH:21])[CH2:9]1)=O)(C)(C)C.[ClH:22].